This data is from Full USPTO retrosynthesis dataset with 1.9M reactions from patents (1976-2016). The task is: Predict the reactants needed to synthesize the given product. (1) Given the product [CH3:19][O:18][C:17]1[C:11]2[C:10]([N:20]3[CH2:24][CH2:23][C@H:22]([CH2:25][OH:26])[CH2:21]3)=[N:9][C:8]([C:6]3[CH:5]=[CH:4][N:3]=[C:2]([NH:27][C:28]4[CH:33]=[CH:32][CH:31]=[CH:30][CH:29]=4)[CH:7]=3)=[N:13][C:12]=2[CH:14]=[N:15][CH:16]=1, predict the reactants needed to synthesize it. The reactants are: Cl[C:2]1[CH:7]=[C:6]([C:8]2[N:9]=[C:10]([N:20]3[CH2:24][CH2:23][C@H:22]([CH2:25][OH:26])[CH2:21]3)[C:11]3[C:17]([O:18][CH3:19])=[CH:16][N:15]=[CH:14][C:12]=3[N:13]=2)[CH:5]=[CH:4][N:3]=1.[NH2:27][C:28]1[CH:33]=[CH:32][CH:31]=[CH:30][CH:29]=1. (2) Given the product [Cl:52][C:33]1[C:32]([C@@H:29]([OH:31])[CH3:30])=[CH:37][CH:36]=[CH:35][C:34]=1[O:38][CH:39]1[CH2:44][CH2:43][N:42]([C:45]([O:47][C:48]([CH3:49])([CH3:51])[CH3:50])=[O:46])[CH2:41][CH2:40]1, predict the reactants needed to synthesize it. The reactants are: CB1N2CCC[C@@H]2C(C2C=CC=CC=2)(C2C=CC=CC=2)O1.C1(C)C=CC=CC=1.[C:29]([C:32]1[C:33]([Cl:52])=[C:34]([O:38][CH:39]2[CH2:44][CH2:43][N:42]([C:45]([O:47][C:48]([CH3:51])([CH3:50])[CH3:49])=[O:46])[CH2:41][CH2:40]2)[CH:35]=[CH:36][CH:37]=1)(=[O:31])[CH3:30].CO. (3) Given the product [OH:2][C:3]1[CH:4]=[C:5]2[C:10](=[CH:11][CH:12]=1)[CH2:9][CH:8]([CH2:13][C:14]([O:16][CH3:17])=[O:15])[CH2:7][CH2:6]2, predict the reactants needed to synthesize it. The reactants are: C[O:2][C:3]1[CH:4]=[C:5]2[C:10](=[CH:11][CH:12]=1)[CH2:9][CH:8]([CH2:13][C:14]([O:16][CH2:17]C)=[O:15])[CH2:7][CH2:6]2.B(Br)(Br)Br.